Dataset: Reaction yield outcomes from USPTO patents with 853,638 reactions. Task: Predict the reaction yield, written as a fraction of the theoretical maximum amount of product (1.0 means a 100% yield; for example, 0.34 means a 34% yield). (1) The reactants are [CH:1]([C:4]1[CH:23]=[CH:22][C:7]([CH2:8][C:9]2[C:19]([CH3:20])=[CH:18][C:17]([CH3:21])=[CH:16][C:10]=2[O:11][CH2:12][C:13]([OH:15])=O)=[CH:6][CH:5]=1)([CH3:3])[CH3:2].C(Cl)(=O)C(Cl)=O.[CH3:30][CH:31]1[NH:33][CH2:32]1.C(N(CC)CC)C. The catalyst is C1COCC1.CN(C=O)C.O. The product is [CH:1]([C:4]1[CH:23]=[CH:22][C:7]([CH2:8][C:9]2[C:19]([CH3:20])=[CH:18][C:17]([CH3:21])=[CH:16][C:10]=2[O:11][CH2:12][C:13]([N:33]2[CH2:32][CH:31]2[CH3:30])=[O:15])=[CH:6][CH:5]=1)([CH3:2])[CH3:3]. The yield is 0.990. (2) The reactants are Cl.BrC1SC2=NC(N)=CN2C=1.C(OC(N[C@H](C1C=CC=CC=1)C(N1CCC[C@H]1C(O)=O)=O)=O)(C)(C)C.[C:37]([O:41][C:42](=[O:70])[NH:43][C@@H:44]([C:64]1[CH:69]=[CH:68][CH:67]=[CH:66][CH:65]=1)[C:45]([N:47]1[CH2:51][CH2:50][CH2:49][C@H:48]1[C:52](=[O:63])[NH:53][C:54]1[N:55]=[C:56]2[N:60]([CH:61]=1)[CH:59]=[C:58]([Br:62])[S:57]2)=[O:46])(C)(C)C. No catalyst specified. The product is [CH3:37][O:41][C:42](=[O:70])[NH:43][C@@H:44]([C:64]1[CH:69]=[CH:68][CH:67]=[CH:66][CH:65]=1)[C:45]([N:47]1[CH2:51][CH2:50][CH2:49][C@@H:48]1[C:52](=[O:63])[NH:53][C:54]1[N:55]=[C:56]2[N:60]([CH:61]=1)[CH:59]=[C:58]([Br:62])[S:57]2)=[O:46]. The yield is 0.440. (3) The reactants are [Cl-].[Al+3].[Cl-].[Cl-].[Cl-].[Na+].[O:7]1[C:17]2[C:12](=[CH:13][CH:14]=[CH:15][CH:16]=2)[CH2:11][CH2:10][C:8]1=[O:9].Cl. The catalyst is O. The product is [OH:7][C:17]1[CH:16]=[CH:15][CH:14]=[C:13]2[C:12]=1[CH2:11][CH2:10][C:8]2=[O:9]. The yield is 0.850. (4) The reactants are [Br:1][C:2]1[S:6][C:5]([C:7]([OH:9])=O)=[CH:4][CH:3]=1.C(Cl)(=O)C(Cl)=O.[CH3:16][C:17]1[CH:18]=[N:19][CH:20]=[CH:21][C:22]=1[NH2:23].[H-].[Na+]. The catalyst is C(Cl)Cl.CN(C=O)C. The product is [Br:1][C:2]1[S:6][C:5]([C:7]([NH:23][C:22]2[CH:21]=[CH:20][N:19]=[CH:18][C:17]=2[CH3:16])=[O:9])=[CH:4][CH:3]=1. The yield is 0.400. (5) The reactants are [CH3:1][O:2][C:3]1[S:7][C:6]([C:8]([O:10]C)=[O:9])=[CH:5][C:4]=1[C:12]1[N:16]([CH3:17])[N:15]=[CH:14][CH:13]=1.[OH-].[Na+].Cl. The catalyst is O1CCCC1. The product is [CH3:1][O:2][C:3]1[S:7][C:6]([C:8]([OH:10])=[O:9])=[CH:5][C:4]=1[C:12]1[N:16]([CH3:17])[N:15]=[CH:14][CH:13]=1. The yield is 0.790. (6) The reactants are [OH:1][CH2:2][C:3]([CH3:17])([CH3:16])[CH2:4][NH:5][C:6](=[O:15])[O:7][CH2:8][C:9]1[CH:14]=[CH:13][CH:12]=[CH:11][CH:10]=1.C(#N)C.I([O-])(=O)(=O)=[O:22].[Na+]. The catalyst is C(Cl)(Cl)(Cl)Cl.O.[Ru](Cl)(Cl)Cl. The product is [CH2:8]([O:7][C:6]([NH:5][CH2:4][C:3]([CH3:17])([CH3:16])[C:2]([OH:22])=[O:1])=[O:15])[C:9]1[CH:14]=[CH:13][CH:12]=[CH:11][CH:10]=1. The yield is 0.450. (7) The reactants are [CH2:1]([C:3]1[C:8](=[O:9])[NH:7][C:6]([CH3:10])=[C:5]([C:11]2[S:15][C:14]([S:16]([Cl:19])(=[O:18])=[O:17])=[CH:13][CH:12]=2)[CH:4]=1)[CH3:2].[N:20]1([CH:26]2[CH2:31][CH2:30][NH:29][CH2:28][CH2:27]2)[CH2:25][CH2:24][CH2:23][CH2:22][CH2:21]1. No catalyst specified. The product is [ClH:19].[CH2:1]([C:3]1[C:8](=[O:9])[NH:7][C:6]([CH3:10])=[C:5]([C:11]2[S:15][C:14]([S:16]([N:29]3[CH2:30][CH2:31][CH:26]([N:20]4[CH2:25][CH2:24][CH2:23][CH2:22][CH2:21]4)[CH2:27][CH2:28]3)(=[O:18])=[O:17])=[CH:13][CH:12]=2)[CH:4]=1)[CH3:2]. The yield is 0.930. (8) The reactants are [C:1]([O:5][C:6](=[O:25])[N:7]([CH2:9][C:10]1[CH:14]=[C:13](Br)[N:12]([S:16]([C:19]2[CH:20]=[N:21][CH:22]=[CH:23][CH:24]=2)(=[O:18])=[O:17])[CH:11]=1)[CH3:8])([CH3:4])([CH3:3])[CH3:2].[F:26][C:27]1[CH:32]=[CH:31][CH:30]=[C:29]([O:33][CH3:34])[C:28]=1B(O)O.C(=O)([O-])O.[Na+].COCCOC. The catalyst is C1C=CC([P]([Pd]([P](C2C=CC=CC=2)(C2C=CC=CC=2)C2C=CC=CC=2)([P](C2C=CC=CC=2)(C2C=CC=CC=2)C2C=CC=CC=2)[P](C2C=CC=CC=2)(C2C=CC=CC=2)C2C=CC=CC=2)(C2C=CC=CC=2)C2C=CC=CC=2)=CC=1.O. The product is [C:1]([O:5][C:6](=[O:25])[N:7]([CH2:9][C:10]1[CH:14]=[C:13]([C:28]2[C:29]([O:33][CH3:34])=[CH:30][CH:31]=[CH:32][C:27]=2[F:26])[N:12]([S:16]([C:19]2[CH:20]=[N:21][CH:22]=[CH:23][CH:24]=2)(=[O:18])=[O:17])[CH:11]=1)[CH3:8])([CH3:4])([CH3:3])[CH3:2]. The yield is 0.210.